This data is from Forward reaction prediction with 1.9M reactions from USPTO patents (1976-2016). The task is: Predict the product of the given reaction. (1) Given the reactants [H-].[Na+].[OH:3][CH2:4][CH2:5][CH2:6][O:7][CH2:8][CH2:9][NH:10][C:11](=[O:17])[O:12][C:13]([CH3:16])([CH3:15])[CH3:14].[CH3:18]I.[Cl-].[NH4+], predict the reaction product. The product is: [CH3:18][O:3][CH2:4][CH2:5][CH2:6][O:7][CH2:8][CH2:9][NH:10][C:11](=[O:17])[O:12][C:13]([CH3:14])([CH3:16])[CH3:15]. (2) Given the reactants [CH2:1]([O:8][C@@H:9]1[C@@H:35]([O:36][CH2:37][C:38]2[CH:43]=[CH:42][CH:41]=[CH:40][CH:39]=2)[C@H:34]([O:44][C@@H:45]2[O:74][C@H:73]([CH3:75])[C@@H:64]([O:65][CH2:66][C:67]3[CH:72]=[CH:71][CH:70]=[CH:69][CH:68]=3)[C@H:55]([O:56][CH2:57][C:58]3[CH:63]=[CH:62][CH:61]=[CH:60][CH:59]=3)[C@H:46]2[O:47][CH2:48][C:49]2[CH:54]=[CH:53][CH:52]=[CH:51][CH:50]=2)[C@@H:33]([CH2:76][O:77][CH2:78][C:79]2[CH:84]=[CH:83][CH:82]=[CH:81][CH:80]=2)[O:32][C@@H:10]1[O:11][C@@H:12]1[C@@H:19]2[C@@H:15]([N:16](C(OC)=O)[O:17][CH2:18]2)[CH2:14][C@H:13]1[O:24][CH2:25][C:26]1[CH:31]=[CH:30][CH:29]=[CH:28][CH:27]=1)[C:2]1[CH:7]=[CH:6][CH:5]=[CH:4][CH:3]=1.[OH-].[K+].[Cl-].[NH4+], predict the reaction product. The product is: [CH2:1]([O:8][C@@H:9]1[C@@H:35]([O:36][CH2:37][C:38]2[CH:39]=[CH:40][CH:41]=[CH:42][CH:43]=2)[C@H:34]([O:44][C@@H:45]2[O:74][C@H:73]([CH3:75])[C@@H:64]([O:65][CH2:66][C:67]3[CH:68]=[CH:69][CH:70]=[CH:71][CH:72]=3)[C@H:55]([O:56][CH2:57][C:58]3[CH:59]=[CH:60][CH:61]=[CH:62][CH:63]=3)[C@H:46]2[O:47][CH2:48][C:49]2[CH:54]=[CH:53][CH:52]=[CH:51][CH:50]=2)[C@@H:33]([CH2:76][O:77][CH2:78][C:79]2[CH:80]=[CH:81][CH:82]=[CH:83][CH:84]=2)[O:32][C@@H:10]1[O:11][C@@H:12]1[C@@H:19]2[C@@H:15]([NH:16][O:17][CH2:18]2)[CH2:14][C@H:13]1[O:24][CH2:25][C:26]1[CH:27]=[CH:28][CH:29]=[CH:30][CH:31]=1)[C:2]1[CH:7]=[CH:6][CH:5]=[CH:4][CH:3]=1. (3) The product is: [NH2:1][C@H:4]1[CH2:5][CH2:6][C@H:7]([CH2:10][C:11]([OH:13])=[O:12])[CH2:8][CH2:9]1. Given the reactants [N+:1]([C:4]1[CH:9]=[CH:8][C:7]([CH2:10][C:11]([OH:13])=[O:12])=[CH:6][CH:5]=1)([O-])=O.[OH-].[Na+], predict the reaction product. (4) Given the reactants Br[C:2]1[CH:3]=[C:4]([C:22]([NH2:24])=[O:23])[C:5]2[NH:6][C:7]3[CH:8]=[C:9]([N:15]4[CH2:20][CH2:19][O:18][CH2:17][C:16]4=[O:21])[CH:10]=[CH:11][C:12]=3[C:13]=2[N:14]=1.CC1(C)C(C)(C)OB([C:33]2[S:37][C:36]([CH2:38][N:39]3[CH2:44][CH2:43][O:42][CH2:41][CH2:40]3)=[CH:35][CH:34]=2)O1.C([O-])([O-])=O.[Na+].[Na+].C(O)(C(F)(F)F)=O.N, predict the reaction product. The product is: [O:42]1[CH2:43][CH2:44][N:39]([CH2:38][C:36]2[S:37][C:33]([C:2]3[CH:3]=[C:4]([C:22]([NH2:24])=[O:23])[C:5]4[NH:6][C:7]5[CH:8]=[C:9]([N:15]6[CH2:20][CH2:19][O:18][CH2:17][C:16]6=[O:21])[CH:10]=[CH:11][C:12]=5[C:13]=4[N:14]=3)=[CH:34][CH:35]=2)[CH2:40][CH2:41]1. (5) Given the reactants [N:1]1([CH2:6][C:7]2[CH:8]=[C:9]([NH:13][C:14]3[CH:19]=[CH:18][N:17]4[N:20]=[CH:21][C:22]([CH:23]=O)=[C:16]4[N:15]=3)[CH:10]=[CH:11][CH:12]=2)[CH:5]=[CH:4][N:3]=[CH:2]1.[NH:25]1[CH2:31][C:29](=[O:30])[NH:28][C:26]1=[O:27].N1CCCCC1, predict the reaction product. The product is: [N:1]1([CH2:6][C:7]2[CH:8]=[C:9]([NH:13][C:14]3[CH:19]=[CH:18][N:17]4[N:20]=[CH:21][C:22]([CH:23]=[C:31]5[NH:25][C:26](=[O:27])[NH:28][C:29]5=[O:30])=[C:16]4[N:15]=3)[CH:10]=[CH:11][CH:12]=2)[CH:5]=[CH:4][N:3]=[CH:2]1. (6) Given the reactants C1(C(=[N:14][C:15]2[CH:16]=[C:17]([N:21]3[CH2:36][CH:24]4[CH2:25][N:26]([C:29]([O:31][C:32]([CH3:35])([CH3:34])[CH3:33])=[O:30])[CH2:27][CH2:28][N:23]4[C:22]3=[O:37])[CH:18]=[CH:19][CH:20]=2)C2C=CC=CC=2)C=CC=CC=1.Cl.NO.C([O-])(=O)C.[Na+], predict the reaction product. The product is: [NH2:14][C:15]1[CH:16]=[C:17]([N:21]2[CH2:36][CH:24]3[CH2:25][N:26]([C:29]([O:31][C:32]([CH3:33])([CH3:34])[CH3:35])=[O:30])[CH2:27][CH2:28][N:23]3[C:22]2=[O:37])[CH:18]=[CH:19][CH:20]=1.